Dataset: Full USPTO retrosynthesis dataset with 1.9M reactions from patents (1976-2016). Task: Predict the reactants needed to synthesize the given product. (1) The reactants are: [Cl:1][C:2]1[CH:3]=[CH:4][C:5]([NH:8][C:9]([C:11]2[C:16]([NH:17]C(=O)C(F)(F)F)=[CH:15][CH:14]=[CH:13][N:12]=2)=[O:10])=[N:6][CH:7]=1.N. Given the product [Cl:1][C:2]1[CH:3]=[CH:4][C:5]([NH:8][C:9]([C:11]2[C:16]([NH2:17])=[CH:15][CH:14]=[CH:13][N:12]=2)=[O:10])=[N:6][CH:7]=1, predict the reactants needed to synthesize it. (2) Given the product [Br:53][C:2]1[C:3]([NH:12][C@H:13]2[CH2:17][CH2:16][CH2:15][C@@H:14]2[NH:18][C:19](=[O:31])[C:20]2[CH:25]=[CH:24][CH:23]=[CH:22][C:21]=2[N:26]2[N:30]=[CH:29][CH:28]=[N:27]2)=[N:4][CH:5]=[C:6]([C:8]([F:11])([F:10])[F:9])[CH:7]=1, predict the reactants needed to synthesize it. The reactants are: F[C:2]1[C:3]([NH:12][C@H:13]2[CH2:17][CH2:16][CH2:15][C@@H:14]2[NH:18][C:19](=[O:31])[C:20]2[CH:25]=[CH:24][CH:23]=[CH:22][C:21]=2[N:26]2[N:30]=[CH:29][CH:28]=[N:27]2)=[N:4][CH:5]=[C:6]([C:8]([F:11])([F:10])[F:9])[CH:7]=1.Cl.N[C@H]1CCC[C@@H]1NC(=O)C1C=CC=CC=1N1N=CC=N1.[Br:53]C1C(Cl)=NC=C(C(F)(F)F)C=1. (3) Given the product [CH2:16]([N:14]1[CH:15]=[C:11]([C:8]2[CH:9]=[C:10]3[C:5](=[CH:6][CH:7]=2)[N:4]([C:23]([O:25][C:26]([CH3:29])([CH3:28])[CH3:27])=[O:24])[N:3]=[C:2]3[NH:1][C:41](=[O:42])[CH2:40][Br:39])[N:12]=[N:13]1)[C:17]1[CH:22]=[CH:21][CH:20]=[CH:19][CH:18]=1, predict the reactants needed to synthesize it. The reactants are: [NH2:1][C:2]1[C:10]2[C:5](=[CH:6][CH:7]=[C:8]([C:11]3[N:12]=[N:13][N:14]([CH2:16][C:17]4[CH:22]=[CH:21][CH:20]=[CH:19][CH:18]=4)[CH:15]=3)[CH:9]=2)[N:4]([C:23]([O:25][C:26]([CH3:29])([CH3:28])[CH3:27])=[O:24])[N:3]=1.C(N(C(C)C)CC)(C)C.[Br:39][CH2:40][C:41](Cl)=[O:42]. (4) Given the product [C:22]([C:18]1[O:17][CH:21]=[CH:20][CH:19]=1)#[C:1][CH2:2][CH2:3][CH2:4][CH2:5][CH2:6][CH3:7], predict the reactants needed to synthesize it. The reactants are: [CH:1]#[C:2][CH2:3][CH2:4][CH2:5][CH2:6][CH2:7]C.C1(C#C)C=CC=CC=1.[O:17]1[CH:21]=[CH:20][CH:19]=[C:18]1[C:22]#N.